Dataset: Full USPTO retrosynthesis dataset with 1.9M reactions from patents (1976-2016). Task: Predict the reactants needed to synthesize the given product. (1) Given the product [C:24]([NH:1][C:2]1[CH:22]=[C:21]([Br:23])[CH:20]=[CH:19][C:3]=1[C:4]([N:6]1[CH2:7][CH2:8][N:9]([C:12]([O:14][C:15]([CH3:18])([CH3:17])[CH3:16])=[O:13])[CH2:10][CH2:11]1)=[O:5])(=[O:26])[CH3:25], predict the reactants needed to synthesize it. The reactants are: [NH2:1][C:2]1[CH:22]=[C:21]([Br:23])[CH:20]=[CH:19][C:3]=1[C:4]([N:6]1[CH2:11][CH2:10][N:9]([C:12]([O:14][C:15]([CH3:18])([CH3:17])[CH3:16])=[O:13])[CH2:8][CH2:7]1)=[O:5].[C:24](Cl)(=[O:26])[CH3:25].O. (2) Given the product [C:17]([O:21][C:22](=[O:37])[NH:23][CH2:24][C:25]1[CH:30]=[CH:29][CH:28]=[C:27]([CH:31]2[CH2:36][CH2:35][N:34]([C:14]([C:7]3[C:8]4[C:9](=[CH:10][N:11]=[CH:12][CH:13]=4)[N:5]([CH2:4][CH2:3][O:2][CH3:1])[CH:6]=3)=[O:16])[CH2:33][CH2:32]2)[CH:26]=1)([CH3:20])([CH3:18])[CH3:19], predict the reactants needed to synthesize it. The reactants are: [CH3:1][O:2][CH2:3][CH2:4][N:5]1[C:9]2=[CH:10][N:11]=[CH:12][CH:13]=[C:8]2[C:7]([C:14]([OH:16])=O)=[CH:6]1.[C:17]([O:21][C:22](=[O:37])[NH:23][CH2:24][C:25]1[CH:30]=[CH:29][CH:28]=[C:27]([CH:31]2[CH2:36][CH2:35][NH:34][CH2:33][CH2:32]2)[CH:26]=1)([CH3:20])([CH3:19])[CH3:18]. (3) Given the product [CH:1]([O:4][C:5]([N:7]1[CH2:12][CH2:11][CH:10]([C@H:13]([CH3:23])[CH2:14][O:15][C:16]2[CH:17]=[N:18][C:19]([N:33]3[CH2:34][C@H:35]([C:36]4[CH:41]=[C:40]([F:42])[CH:39]=[CH:38][C:37]=4[F:43])[C@@H:31]([NH:30][C:29]([O:28][C:24]([CH3:27])([CH3:26])[CH3:25])=[O:44])[CH2:32]3)=[N:20][CH:21]=2)[CH2:9][CH2:8]1)=[O:6])([CH3:3])[CH3:2], predict the reactants needed to synthesize it. The reactants are: [CH:1]([O:4][C:5]([N:7]1[CH2:12][CH2:11][CH:10]([CH:13]([CH3:23])[CH2:14][O:15][C:16]2[CH:17]=[N:18][C:19](Cl)=[N:20][CH:21]=2)[CH2:9][CH2:8]1)=[O:6])([CH3:3])[CH3:2].[C:24]([O:28][C:29](=[O:44])[NH:30][C@@H:31]1[C@@H:35]([C:36]2[CH:41]=[C:40]([F:42])[CH:39]=[CH:38][C:37]=2[F:43])[CH2:34][NH:33][CH2:32]1)([CH3:27])([CH3:26])[CH3:25].C1CCN2C(=NCCC2)CC1. (4) The reactants are: [CH2:1](N)[C:2]1[CH:7]=[CH:6][CH:5]=[CH:4][CH:3]=1.[CH3:9][O:10][C:11]1[CH:18]=[CH:17][C:14]([CH:15]=O)=[CH:13][CH:12]=1.[BH3-][C:20]#[N:21].[Na+]. Given the product [CH2:1]([N:21]([CH2:20][C:14]1[CH:17]=[CH:18][C:11]([O:10][CH3:9])=[CH:12][CH:13]=1)[CH2:15][C:14]1[CH:17]=[CH:18][C:11]([O:10][CH3:9])=[CH:12][CH:13]=1)[C:2]1[CH:7]=[CH:6][CH:5]=[CH:4][CH:3]=1, predict the reactants needed to synthesize it. (5) Given the product [CH2:1]([CH:5]([CH2:11][C:12]1[CH:13]=[CH:14][C:15]([O:18][CH2:19][CH2:20][NH:21][C:22]([C:24]2[CH:25]=[CH:26][C:27]([C:30]3[CH:35]=[CH:34][CH:33]=[C:32]([CH:36]([O:37][CH3:38])[O:39][CH3:40])[CH:31]=3)=[CH:28][CH:29]=2)=[O:23])=[CH:16][CH:17]=1)[C:6]([OH:8])=[O:7])[CH2:2][CH2:3][CH3:4], predict the reactants needed to synthesize it. The reactants are: [CH2:1]([CH:5]([CH2:11][C:12]1[CH:17]=[CH:16][C:15]([O:18][CH2:19][CH2:20][NH:21][C:22]([C:24]2[CH:29]=[CH:28][C:27]([C:30]3[CH:35]=[CH:34][CH:33]=[C:32]([CH:36]([O:39][CH3:40])[O:37][CH3:38])[CH:31]=3)=[CH:26][CH:25]=2)=[O:23])=[CH:14][CH:13]=1)[C:6]([O:8]CC)=[O:7])[CH2:2][CH2:3][CH3:4].[OH-].[Na+]. (6) Given the product [F:41][C:2]([F:1])([F:40])[C:3]1[CH:4]=[C:5]([C@H:13]([O:15][C@H:16]2[CH2:24][N:23]3[C@@H:18]([CH2:19][CH:20]([N:26]4[CH2:27][CH2:28][C:29]([OH:32])([CH3:42])[CH2:30][CH2:31]4)[CH2:21][C:22]3=[O:25])[C@@H:17]2[C:33]2[CH:38]=[CH:37][C:36]([F:39])=[CH:35][CH:34]=2)[CH3:14])[CH:6]=[C:7]([C:9]([F:11])([F:12])[F:10])[CH:8]=1, predict the reactants needed to synthesize it. The reactants are: [F:1][C:2]([F:41])([F:40])[C:3]1[CH:4]=[C:5]([C@H:13]([O:15][C@H:16]2[CH2:24][N:23]3[C@@H:18]([CH2:19][CH:20]([N:26]4[CH2:31][CH2:30][C:29](=[O:32])[CH2:28][CH2:27]4)[CH2:21][C:22]3=[O:25])[C@@H:17]2[C:33]2[CH:38]=[CH:37][C:36]([F:39])=[CH:35][CH:34]=2)[CH3:14])[CH:6]=[C:7]([C:9]([F:12])([F:11])[F:10])[CH:8]=1.[CH3:42][Mg+].[Br-]. (7) Given the product [F:17][C:14]1[CH:15]=[CH:16][C:11]([C@@H:9]([NH:8][C:6]2[N:5]=[C:4]([NH:18][C:19]3[CH:24]=[N:23][CH:22]=[CH:21][N:20]=3)[CH:3]=[C:2]([C:32]3[CH:33]=[CH:34][C:29]([S:26]([CH3:25])(=[O:28])=[O:27])=[CH:30][CH:31]=3)[N:7]=2)[CH3:10])=[CH:12][CH:13]=1, predict the reactants needed to synthesize it. The reactants are: Cl[C:2]1[N:7]=[C:6]([NH:8][C@H:9]([C:11]2[CH:16]=[CH:15][C:14]([F:17])=[CH:13][CH:12]=2)[CH3:10])[N:5]=[C:4]([NH:18][C:19]2[CH:24]=[N:23][CH:22]=[CH:21][N:20]=2)[CH:3]=1.[CH3:25][S:26]([C:29]1[CH:34]=[CH:33][C:32](B(O)O)=[CH:31][CH:30]=1)(=[O:28])=[O:27].C(=O)([O-])[O-].[Na+].[Na+].O. (8) Given the product [CH3:1][C@@H:2]1[NH:3][CH2:4][CH2:5][N:6]([C:13]([O:12][C:9]([CH3:11])([CH3:10])[CH3:8])=[O:14])[CH2:7]1, predict the reactants needed to synthesize it. The reactants are: [CH3:1][C@H:2]1[CH2:7][NH:6][CH2:5][CH2:4][NH:3]1.[CH3:8][C:9]([O:12][C:13](O[C:13]([O:12][C:9]([CH3:11])([CH3:10])[CH3:8])=[O:14])=[O:14])([CH3:11])[CH3:10].